From a dataset of Full USPTO retrosynthesis dataset with 1.9M reactions from patents (1976-2016). Predict the reactants needed to synthesize the given product. Given the product [Cl:1][C:2]1[CH:7]=[CH:6][CH:5]=[C:4]([Cl:8])[C:3]=1[C:9]#[CH:10], predict the reactants needed to synthesize it. The reactants are: [Cl:1][C:2]1[CH:7]=[CH:6][CH:5]=[C:4]([Cl:8])[C:3]=1[C:9]#[C:10][Si](C)(C)C.C(=O)([O-])[O-].[K+].[K+].